Dataset: Catalyst prediction with 721,799 reactions and 888 catalyst types from USPTO. Task: Predict which catalyst facilitates the given reaction. Reactant: [N:1]1([C:7]([O:9][C:10]([CH3:13])([CH3:12])[CH3:11])=[O:8])[CH2:6][CH2:5][NH:4][CH2:3][CH2:2]1.CC1C=CC(S(O[CH2:25][CH2:26][CH2:27][CH2:28][CH2:29][O:30][CH3:31])(=O)=O)=CC=1.C(=O)([O-])[O-].[K+].[K+].C(OCC)(=O)C. Product: [CH3:31][O:30][CH2:29][CH2:28][CH2:27][CH2:26][CH2:25][N:4]1[CH2:5][CH2:6][N:1]([C:7]([O:9][C:10]([CH3:13])([CH3:12])[CH3:11])=[O:8])[CH2:2][CH2:3]1. The catalyst class is: 35.